This data is from Full USPTO retrosynthesis dataset with 1.9M reactions from patents (1976-2016). The task is: Predict the reactants needed to synthesize the given product. (1) Given the product [CH3:18][Si:19]([CH3:46])([CH3:45])[CH2:20][CH2:21][O:22][CH2:23][N:24]1[CH:28]=[CH:27][N:26]=[C:25]1[CH2:29][N:30]([CH2:31][C:32]1[N:33]([CH2:37][O:38][CH2:39][CH2:40][Si:41]([CH3:44])([CH3:43])[CH3:42])[CH:34]=[CH:35][N:36]=1)[C:15](=[O:17])[CH2:14][CH:11]1[CH2:10][CH2:9][N:8]([C:6]([O:5][C:1]([CH3:2])([CH3:3])[CH3:4])=[O:7])[CH2:13][CH2:12]1, predict the reactants needed to synthesize it. The reactants are: [C:1]([O:5][C:6]([N:8]1[CH2:13][CH2:12][CH:11]([CH2:14][C:15]([OH:17])=O)[CH2:10][CH2:9]1)=[O:7])([CH3:4])([CH3:3])[CH3:2].[CH3:18][Si:19]([CH3:46])([CH3:45])[CH2:20][CH2:21][O:22][CH2:23][N:24]1[CH:28]=[CH:27][N:26]=[C:25]1[CH2:29][NH:30][CH2:31][C:32]1[N:33]([CH2:37][O:38][CH2:39][CH2:40][Si:41]([CH3:44])([CH3:43])[CH3:42])[CH:34]=[CH:35][N:36]=1.C(N=C=NCCCN(C)C)C.ON1C2C=CC=CC=2N=N1. (2) Given the product [CH3:1][O:2][C:3](=[O:12])[CH2:4][C:5]1[CH:10]=[CH:9][C:8]([OH:11])=[C:7]([CH:25]=[O:26])[CH:6]=1, predict the reactants needed to synthesize it. The reactants are: [CH3:1][O:2][C:3](=[O:12])[CH2:4][C:5]1[CH:10]=[CH:9][C:8]([OH:11])=[CH:7][CH:6]=1.C1N2CN3CN(C2)CN1C3.FC(F)(F)[C:25](O)=[O:26]. (3) Given the product [CH2:15]([NH:31][C:32](=[O:33])[NH:13][CH2:12][CH2:11][C:8]1[C:4]2[C:3](=[CH:2][CH:1]=[C:6]([OH:7])[CH:5]=2)[NH:10][CH:9]=1)[CH2:16][CH2:17][CH2:18][CH2:19][CH2:20][CH2:21][CH2:22][CH2:23][CH2:24][CH2:25][CH2:26][CH2:27][CH2:28][CH2:29][CH3:30], predict the reactants needed to synthesize it. The reactants are: [CH:1]1[C:6]([OH:7])=[CH:5][C:4]2[C:8]([CH2:11][CH2:12][NH2:13])=[CH:9][NH:10][C:3]=2[CH:2]=1.Cl.[CH2:15]([N:31]=[C:32]=[O:33])[CH2:16][CH2:17][CH2:18][CH2:19][CH2:20][CH2:21][CH2:22][CH2:23][CH2:24][CH2:25][CH2:26][CH2:27][CH2:28][CH2:29][CH3:30].O. (4) The reactants are: [CH3:1][N:2]1[CH:6]=[CH:5][N:4]=[N:3]1.C([Li])CCC.Cl[Sn:13]([CH3:16])([CH3:15])[CH3:14]. Given the product [CH3:1][N:2]1[C:6]([Sn:13]([CH3:16])([CH3:15])[CH3:14])=[CH:5][N:4]=[N:3]1, predict the reactants needed to synthesize it. (5) Given the product [CH:25]1([NH:28][C:29]([C:30]2[CH:35]=[CH:34][C:33]([CH3:36])=[C:32]([C:2]3[CH:24]=[CH:23][C:5]([C:6]([NH:8][C:9]4[CH:14]=[CH:13][CH:12]=[CH:11][C:10]=4[CH2:15][N:16]4[CH2:21][CH2:20][N:19]([CH3:22])[CH2:18][CH2:17]4)=[O:7])=[CH:4][N:3]=3)[CH:31]=2)=[O:46])[CH2:26][CH2:27]1, predict the reactants needed to synthesize it. The reactants are: Cl[C:2]1[CH:24]=[CH:23][C:5]([C:6]([NH:8][C:9]2[CH:14]=[CH:13][CH:12]=[CH:11][C:10]=2[CH2:15][N:16]2[CH2:21][CH2:20][N:19]([CH3:22])[CH2:18][CH2:17]2)=[O:7])=[CH:4][N:3]=1.[CH:25]1([NH:28][C:29](=[O:46])[C:30]2[CH:35]=[CH:34][C:33]([CH3:36])=[C:32](B3OC(C)(C)C(C)(C)O3)[CH:31]=2)[CH2:27][CH2:26]1.